Dataset: Full USPTO retrosynthesis dataset with 1.9M reactions from patents (1976-2016). Task: Predict the reactants needed to synthesize the given product. (1) Given the product [CH2:1]([N:8]([CH2:9][CH2:10][OH:11])[CH2:15][C@H:13]([OH:14])[CH3:12])[C:2]1[CH:7]=[CH:6][CH:5]=[CH:4][CH:3]=1, predict the reactants needed to synthesize it. The reactants are: [CH2:1]([NH:8][CH2:9][CH2:10][OH:11])[C:2]1[CH:7]=[CH:6][CH:5]=[CH:4][CH:3]=1.[CH3:12][C@@H:13]1[CH2:15][O:14]1. (2) Given the product [C:20]([C:24]1[CH:25]=[C:26]([C:2]2[CH:3]=[C:4]([C:9]3[CH:14]=[CH:13][C:12]([C:15]([O:17][CH2:18][CH3:19])=[O:16])=[CH:11][CH:10]=3)[CH:5]=[CH:6][C:7]=2[OH:8])[CH:27]=[CH:28][C:29]=1[N:30]([CH2:33][CH3:34])[CH2:31][CH3:32])([CH3:23])([CH3:21])[CH3:22], predict the reactants needed to synthesize it. The reactants are: Br[C:2]1[CH:3]=[C:4]([C:9]2[CH:14]=[CH:13][C:12]([C:15]([O:17][CH2:18][CH3:19])=[O:16])=[CH:11][CH:10]=2)[CH:5]=[CH:6][C:7]=1[OH:8].[C:20]([C:24]1[CH:25]=[C:26](B(O)O)[CH:27]=[CH:28][C:29]=1[N:30]([CH2:33][CH3:34])[CH2:31][CH3:32])([CH3:23])([CH3:22])[CH3:21].C(=O)([O-])[O-].[K+].[K+].O. (3) Given the product [CH2:1]([O:3][C:4](=[O:18])[CH:5]([O:15][CH2:16][CH3:17])[CH2:6][C:7]1[CH:12]=[CH:11][C:10]([O:13][CH2:20][C:21]2[N:22]=[C:23]([C:27]3[CH:32]=[CH:31][C:30]([F:33])=[CH:29][CH:28]=3)[O:24][C:25]=2[CH3:26])=[CH:9][C:8]=1[CH3:14])[CH3:2], predict the reactants needed to synthesize it. The reactants are: [CH2:1]([O:3][C:4](=[O:18])[CH:5]([O:15][CH2:16][CH3:17])[CH2:6][C:7]1[CH:12]=[CH:11][C:10]([OH:13])=[CH:9][C:8]=1[CH3:14])[CH3:2].Cl[CH2:20][C:21]1[N:22]=[C:23]([C:27]2[CH:32]=[CH:31][C:30]([F:33])=[CH:29][CH:28]=2)[O:24][C:25]=1[CH3:26].FC1C=CC(C=O)=CC=1.O=P(Cl)(Cl)Cl.C(=O)([O-])[O-].[Cs+].[Cs+].[I-].[K+]. (4) Given the product [Br:35][C:32]1[CH:33]=[CH:34][C:29]([CH:25]2[CH2:24][CH:23]([S:15][C:11]3[CH:12]=[CH:13][CH:14]=[C:9]([C:8]([F:7])([F:16])[F:17])[CH:10]=3)[CH2:28][CH2:27][O:26]2)=[CH:30][N:31]=1, predict the reactants needed to synthesize it. The reactants are: C([O-])([O-])=O.[Cs+].[Cs+].[F:7][C:8]([F:17])([F:16])[C:9]1[CH:10]=[C:11]([SH:15])[CH:12]=[CH:13][CH:14]=1.CS(O[CH:23]1[CH2:28][CH2:27][O:26][CH:25]([C:29]2[CH:30]=[N:31][C:32]([Br:35])=[CH:33][CH:34]=2)[CH2:24]1)(=O)=O. (5) Given the product [NH2:24][C:25]1[CH:30]=[CH:29][C:28]([C:8]([C:17]2[CH:22]=[CH:21][C:20]([I:23])=[CH:19][CH:18]=2)([C:10]2[CH:15]=[CH:14][C:13]([I:16])=[CH:12][CH:11]=2)[C:5]2[CH:6]=[CH:7][C:2]([I:1])=[CH:3][CH:4]=2)=[CH:27][CH:26]=1, predict the reactants needed to synthesize it. The reactants are: [I:1][C:2]1[CH:7]=[CH:6][C:5]([C:8]([C:17]2[CH:22]=[CH:21][C:20]([I:23])=[CH:19][CH:18]=2)([C:10]2[CH:15]=[CH:14][C:13]([I:16])=[CH:12][CH:11]=2)O)=[CH:4][CH:3]=1.[NH2:24][C:25]1[CH:30]=[CH:29][CH:28]=[CH:27][CH:26]=1. (6) Given the product [CH3:3][O:4][CH2:5][CH2:6][N:7]([CH3:19])[S:8]([C:11]1[CH:16]=[CH:15][C:14]([I:17])=[CH:13][CH:12]=1)(=[O:10])=[O:9], predict the reactants needed to synthesize it. The reactants are: [H-].[Na+].[CH3:3][O:4][CH2:5][CH2:6][NH:7][S:8]([C:11]1[CH:16]=[CH:15][C:14]([I:17])=[CH:13][CH:12]=1)(=[O:10])=[O:9].I[CH3:19].O.